This data is from Full USPTO retrosynthesis dataset with 1.9M reactions from patents (1976-2016). The task is: Predict the reactants needed to synthesize the given product. Given the product [NH2:34][C@H:29]([C:30]([CH3:33])([CH3:32])[CH3:31])[C:28]([N:25]1[CH2:24][CH2:23][CH:22]([N:13]2[N:12]=[C:11]([C:5]3[CH:6]=[CH:7][C:8]([O:9][CH3:10])=[C:3]([O:2][CH3:1])[CH:4]=3)[C@@H:20]3[C@@H:15]([CH2:16][CH2:17][CH2:18][CH2:19]3)[C:14]2=[O:21])[CH2:27][CH2:26]1)=[O:42], predict the reactants needed to synthesize it. The reactants are: [CH3:1][O:2][C:3]1[CH:4]=[C:5]([C:11]2[C@@H:20]3[C@@H:15]([CH2:16][CH2:17][CH2:18][CH2:19]3)[C:14](=[O:21])[N:13]([CH:22]3[CH2:27][CH2:26][N:25]([C:28](=[O:42])[C@H:29]([NH:34]C(=O)OC(C)(C)C)[C:30]([CH3:33])([CH3:32])[CH3:31])[CH2:24][CH2:23]3)[N:12]=2)[CH:6]=[CH:7][C:8]=1[O:9][CH3:10].